From a dataset of Catalyst prediction with 721,799 reactions and 888 catalyst types from USPTO. Predict which catalyst facilitates the given reaction. (1) Reactant: [C-:1]#[N:2].[Na+].[NH2:4][C:5]1[CH:10]=[CH:9][C:8]([CH3:11])=[CH:7][CH:6]=1.[C:12]1(=O)[CH2:17][CH2:16][CH2:15][CH2:14][CH2:13]1.C(OCC)(=O)C. Product: [CH3:11][C:8]1[CH:9]=[CH:10][C:5]([NH:4][C:12]2([C:1]#[N:2])[CH2:17][CH2:16][CH2:15][CH2:14][CH2:13]2)=[CH:6][CH:7]=1. The catalyst class is: 15. (2) Reactant: [C:1]([O:5][C:6](=[O:31])[C@@H:7]([CH:28]([CH3:30])[CH3:29])[N:8]([CH2:23][CH2:24][CH:25]([CH3:27])[CH3:26])[S:9]([C:12]1[CH:21]=[CH:20][C:19]2[C:14](=[CH:15][CH:16]=[C:17]([OH:22])[CH:18]=2)[CH:13]=1)(=[O:11])=[O:10])([CH3:4])([CH3:3])[CH3:2].C(N(CC)CC)C.[S:39]([O:46]S(C(F)(F)F)(=O)=O)([C:42]([F:45])([F:44])[F:43])(=[O:41])=[O:40]. Product: [C:1]([O:5][C:6](=[O:31])[C@@H:7]([CH:28]([CH3:30])[CH3:29])[N:8]([CH2:23][CH2:24][CH:25]([CH3:26])[CH3:27])[S:9]([C:12]1[CH:21]=[CH:20][C:19]2[C:14](=[CH:15][CH:16]=[C:17]([O:22][S:39]([C:42]([F:45])([F:44])[F:43])(=[O:41])=[O:40])[CH:18]=2)[CH:13]=1)(=[O:11])=[O:10])([CH3:3])([CH3:4])[CH3:2].[O-:46][S:39]([C:42]([F:45])([F:44])[F:43])(=[O:41])=[O:40]. The catalyst class is: 112. (3) Reactant: [N:1]([CH2:4][C:5]([C:7]1[CH:8]=[N:9][CH:10]=[CH:11][CH:12]=1)=[O:6])=[N+]=[N-].[CH3:13][C:14]1[CH:19]=[CH:18][C:17]([N+:20]([O-:22])=[O:21])=[CH:16][C:15]=1[N:23]=[C:24]=O.C1(P(C2C=CC=CC=2)C2C=CC=CC=2)C=CC=CC=1. Product: [CH3:13][C:14]1[CH:19]=[CH:18][C:17]([N+:20]([O-:22])=[O:21])=[CH:16][C:15]=1[NH:23][C:24]1[O:6][C:5]([C:7]2[CH:8]=[N:9][CH:10]=[CH:11][CH:12]=2)=[CH:4][N:1]=1. The catalyst class is: 12. (4) Reactant: [CH3:1][C:2]1[N:6]([CH:7]([CH3:9])[CH3:8])[C:5]([C:10]2[CH:15]=[CH:14][N:13]=[C:12]([NH:16][CH:17]3[CH2:22][CH2:21][CH:20]([NH2:23])[CH2:19][CH2:18]3)[N:11]=2)=[CH:4][N:3]=1.[CH3:24][CH2:25][N:26]([CH:30]([CH3:32])C)[CH:27]([CH3:29])C.ClCC[CH2:36][S:37](Cl)(=[O:39])=[O:38]. Product: [CH3:1][C:2]1[N:6]([CH:7]([CH3:9])[CH3:8])[C:5]([C:10]2[CH:15]=[CH:14][N:13]=[C:12]([NH:16][CH:17]3[CH2:18][CH2:19][CH:20]([NH:23][S:37]([CH2:36][CH2:32][CH2:30][N:26]4[CH2:25][CH2:24][CH2:29][CH2:27]4)(=[O:39])=[O:38])[CH2:21][CH2:22]3)[N:11]=2)=[CH:4][N:3]=1. The catalyst class is: 2. (5) Reactant: CS[C:3]([N:7]1[CH2:11][C:10]([CH3:13])([CH3:12])[CH:9]=[N:8]1)=[N:4][CH2:5][CH3:6].[Cl:14][C:15]1[CH:16]=[C:17]([S:23]([NH2:26])(=[O:25])=[O:24])[CH:18]=[CH:19][C:20]=1[O:21][CH3:22]. Product: [Cl:14][C:15]1[CH:16]=[C:17]([S:23]([N:26]=[C:3]([N:7]2[CH2:11][C:10]([CH3:12])([CH3:13])[CH:9]=[N:8]2)[NH:4][CH2:5][CH3:6])(=[O:24])=[O:25])[CH:18]=[CH:19][C:20]=1[O:21][CH3:22]. The catalyst class is: 10. (6) Reactant: B(Br)(Br)Br.[CH3:5][O:6][C:7](=[O:43])[CH2:8][C:9]1[CH:14]=[CH:13][C:12]([C:15]2[CH:20]=[CH:19][C:18]([C:21]([CH2:39][CH3:40])([C:24]3[CH:29]=[CH:28][C:27]([O:30][S:31]([C:34]([F:37])([F:36])[F:35])(=[O:33])=[O:32])=[C:26]([CH3:38])[CH:25]=3)[CH2:22][CH3:23])=[CH:17][C:16]=2[O:41]C)=[CH:11][CH:10]=1.C(=O)(O)[O-].[Na+]. Product: [CH3:5][O:6][C:7](=[O:43])[CH2:8][C:9]1[CH:14]=[CH:13][C:12]([C:15]2[CH:20]=[CH:19][C:18]([C:21]([CH2:22][CH3:23])([C:24]3[CH:29]=[CH:28][C:27]([O:30][S:31]([C:34]([F:37])([F:35])[F:36])(=[O:32])=[O:33])=[C:26]([CH3:38])[CH:25]=3)[CH2:39][CH3:40])=[CH:17][C:16]=2[OH:41])=[CH:11][CH:10]=1. The catalyst class is: 4. (7) Reactant: Br[C:2]1[N:7]=[CH:6][C:5]2[C:8]([C:15]([NH:17][CH:18]3[CH2:23][CH2:22][O:21][CH2:20][CH2:19]3)=[O:16])=[C:9]([Cl:14])[N:10]([CH:11]([CH3:13])[CH3:12])[C:4]=2[CH:3]=1.[CH:24]1([S:27]([N:30]2[CH:34]=[C:33]([C:35]3[N:40]=[C:39]([NH2:41])[CH:38]=[CH:37][N:36]=3)[CH:32]=[N:31]2)(=[O:29])=[O:28])[CH2:26][CH2:25]1.C1(P(C2C=CC=CC=2)C2C3OC4C(=CC=CC=4P(C4C=CC=CC=4)C4C=CC=CC=4)C(C)(C)C=3C=CC=2)C=CC=CC=1.C(=O)([O-])[O-].[Cs+].[Cs+]. Product: [Cl:14][C:9]1[N:10]([CH:11]([CH3:13])[CH3:12])[C:4]2[CH:3]=[C:2]([NH:41][C:39]3[CH:38]=[CH:37][N:36]=[C:35]([C:33]4[CH:32]=[N:31][N:30]([S:27]([CH:24]5[CH2:26][CH2:25]5)(=[O:29])=[O:28])[CH:34]=4)[N:40]=3)[N:7]=[CH:6][C:5]=2[C:8]=1[C:15]([NH:17][CH:18]1[CH2:23][CH2:22][O:21][CH2:20][CH2:19]1)=[O:16]. The catalyst class is: 102. (8) Reactant: C[O:2][C:3]1[CH:8]=[CH:7][N:6]=[C:5]([NH:9][C:10]2[CH:15]=[CH:14][CH:13]=[CH:12][CH:11]=2)[N:4]=1.Br.[OH-].[Na+]. Product: [C:10]1([NH:9][C:5]2[NH:4][C:3](=[O:2])[CH:8]=[CH:7][N:6]=2)[CH:11]=[CH:12][CH:13]=[CH:14][CH:15]=1. The catalyst class is: 86. (9) The catalyst class is: 21. Product: [OH:7][CH2:6][C:3]1([CH2:2][N:11]2[CH2:10][CH2:9][N:8]([C:14]([O:16][C:17]([CH3:20])([CH3:19])[CH3:18])=[O:15])[CH2:13][CH2:12]2)[CH2:5][CH2:4]1. Reactant: Cl[CH2:2][C:3]1([CH2:6][OH:7])[CH2:5][CH2:4]1.[N:8]1([C:14]([O:16][C:17]([CH3:20])([CH3:19])[CH3:18])=[O:15])[CH2:13][CH2:12][NH:11][CH2:10][CH2:9]1.C([O-])([O-])=O.[K+].[K+].